This data is from Catalyst prediction with 721,799 reactions and 888 catalyst types from USPTO. The task is: Predict which catalyst facilitates the given reaction. (1) Reactant: [Cl:1][CH2:2][C:3](Cl)=[O:4].[CH:6]([N:10]1[C:18]2[CH:17]=[C:16]([Cl:19])[N:15]=[CH:14][C:13]=2[C:12]([NH:20][CH2:21][CH2:22][NH2:23])=[N:11]1)([CH2:8][CH3:9])[CH3:7].C(N(CC)CC)C. The catalyst class is: 4. Product: [CH:6]([N:10]1[C:18]2[CH:17]=[C:16]([Cl:19])[N:15]=[CH:14][C:13]=2[C:12]([NH:20][CH2:21][CH2:22][NH:23][C:3](=[O:4])[CH2:2][Cl:1])=[N:11]1)([CH2:8][CH3:9])[CH3:7]. (2) Reactant: [NH2:1][C:2]1[CH:7]=[CH:6][C:5]([OH:8])=[CH:4][C:3]=1[C:9](=O)[CH:10]([CH3:12])[CH3:11].[N:14]([O-])=O.[Na+].O.O.[Sn](Cl)Cl.[OH-].[Na+]. Product: [OH:8][C:5]1[CH:4]=[C:3]2[C:2](=[CH:7][CH:6]=1)[NH:1][N:14]=[C:9]2[CH:10]([CH3:12])[CH3:11]. The catalyst class is: 223. (3) The catalyst class is: 56. Product: [CH2:22]([NH:29][C:2]1[N:11]=[C:10]([N:12]([C:14]2[CH:19]=[CH:18][C:17]([O:20][CH3:21])=[CH:16][CH:15]=2)[CH3:13])[C:9]2[C:4](=[CH:5][CH:6]=[CH:7][CH:8]=2)[N:3]=1)[C:23]1[CH:28]=[CH:27][CH:26]=[CH:25][CH:24]=1. Reactant: Cl[C:2]1[N:11]=[C:10]([N:12]([C:14]2[CH:19]=[CH:18][C:17]([O:20][CH3:21])=[CH:16][CH:15]=2)[CH3:13])[C:9]2[C:4](=[CH:5][CH:6]=[CH:7][CH:8]=2)[N:3]=1.[CH2:22]([NH2:29])[C:23]1[CH:28]=[CH:27][CH:26]=[CH:25][CH:24]=1.C(N(CC)CC)C. (4) Product: [Br:1][C:2]1[C:3]([F:10])=[C:4]([CH:5]([CH:11]2[CH2:13][CH2:12]2)[OH:6])[CH:7]=[CH:8][CH:9]=1. Reactant: [Br:1][C:2]1[C:3]([F:10])=[C:4]([CH:7]=[CH:8][CH:9]=1)[CH:5]=[O:6].[CH:11]1([Mg]Br)[CH2:13][CH2:12]1. The catalyst class is: 1. (5) Reactant: [CH2:1]1[C:9]2[C:4](=[CH:5][C:6]([C:10]3[CH:11]=[C:12]4[C:16](=[C:17]([C:19]([NH2:21])=[O:20])[CH:18]=3)[NH:15][CH:14]=[C:13]4[CH:22]3[CH2:27][CH2:26][N:25]([S:28]([CH2:31][CH3:32])(=[O:30])=[O:29])[CH2:24][CH2:23]3)=[CH:7][CH:8]=2)[CH2:3][NH:2]1.[CH:33](=O)[CH3:34].C([BH3-])#N.[Na+]. Product: [CH2:33]([N:2]1[CH2:3][C:4]2[C:9](=[CH:8][CH:7]=[C:6]([C:10]3[CH:11]=[C:12]4[C:16](=[C:17]([C:19]([NH2:21])=[O:20])[CH:18]=3)[NH:15][CH:14]=[C:13]4[CH:22]3[CH2:27][CH2:26][N:25]([S:28]([CH2:31][CH3:32])(=[O:29])=[O:30])[CH2:24][CH2:23]3)[CH:5]=2)[CH2:1]1)[CH3:34]. The catalyst class is: 466. (6) Reactant: [F:1][C:2]1[N:10]=[C:9]([F:11])[CH:8]=[CH:7][C:3]=1[C:4](O)=[O:5].S(Cl)([Cl:14])=O. Product: [F:1][C:2]1[N:10]=[C:9]([F:11])[CH:8]=[CH:7][C:3]=1[C:4]([Cl:14])=[O:5]. The catalyst class is: 2. (7) Reactant: CC1C=CC(S(OCC2CC3C=CC=C(C4C=CC(OC)=CC=4)C=3O2)(=O)=O)=CC=1.[N-]=[N+]=[N-].[Na+].N(CC1CC2C=C(Cl)C=C(C3C=CSC=3)C=2O1)=[N+]=[N-].[N:53]([CH2:56][CH:57]1[CH2:61][C:60]2[CH:62]=[CH:63][CH:64]=[C:65]([C:66]3[CH:71]=[CH:70][C:69]([O:72][CH3:73])=[CH:68][CH:67]=3)[C:59]=2[O:58]1)=[N+]=[N-].[N-]=[N+]=[N-]. Product: [CH3:73][O:72][C:69]1[CH:70]=[CH:71][C:66]([C:65]2[C:59]3[O:58][CH:57]([CH2:56][NH2:53])[CH2:61][C:60]=3[CH:62]=[CH:63][CH:64]=2)=[CH:67][CH:68]=1. The catalyst class is: 45. (8) Product: [CH2:25]([N:19]1[CH2:20][CH2:21][CH:16]([N:13]2[C:14]3[CH:15]=[C:7]([C:1]4[CH:2]=[CH:3][CH:4]=[CH:5][CH:6]=4)[CH:8]=[C:9]([C:22]([NH2:24])=[O:23])[C:10]=3[CH:11]=[N:12]2)[CH2:17][CH2:18]1)[CH3:26]. Reactant: [C:1]1([C:7]2[CH:8]=[C:9]([C:22]([NH2:24])=[O:23])[C:10]3[CH:11]=[N:12][N:13]([CH:16]4[CH2:21][CH2:20][NH:19][CH2:18][CH2:17]4)[C:14]=3[CH:15]=2)[CH:6]=[CH:5][CH:4]=[CH:3][CH:2]=1.[CH:25](=O)[CH3:26].C([BH3-])#N. The catalyst class is: 3.